Dataset: Forward reaction prediction with 1.9M reactions from USPTO patents (1976-2016). Task: Predict the product of the given reaction. (1) Given the reactants Cl.O1CCOCC1.[Cl:8][C:9]1[C:14]([F:15])=[CH:13][CH:12]=[C:11]([O:16][CH2:17][C@@H:18]([OH:21])[CH2:19][OH:20])[C:10]=1[C@H:22]([C:24]1[C:32]2[C:27](=[N:28][CH:29]=[C:30]([C:33]3[CH:34]=[N:35][N:36]([CH3:39])[C:37]=3[CH3:38])[CH:31]=2)[N:26](C(OC(C)(C)C)=O)[CH:25]=1)[CH3:23], predict the reaction product. The product is: [Cl:8][C:9]1[C:10]([C@H:22]([C:24]2[C:32]3[C:27](=[N:28][CH:29]=[C:30]([C:33]4[CH:34]=[N:35][N:36]([CH3:39])[C:37]=4[CH3:38])[CH:31]=3)[NH:26][CH:25]=2)[CH3:23])=[C:11]([CH:12]=[CH:13][C:14]=1[F:15])[O:16][CH2:17][C@@H:18]([OH:21])[CH2:19][OH:20]. (2) Given the reactants [CH2:1]([C:7]([OH:9])=O)[C@@H:2]([OH:6])[C:3](O)=[O:4].[CH3:10][NH:11]C.C1COCC1, predict the reaction product. The product is: [OH:6][C@@H:2]1[CH2:1][C:7](=[O:9])[N:11]([CH3:10])[C:3]1=[O:4]. (3) Given the reactants Br[C:2]1[CH:3]=[C:4]([CH:25]=[CH:26][N:27]=1)[C:5]([NH:7][C:8]1[S:9][C:10]2[C:16]([N:17]3[CH2:22][CH2:21][O:20][CH2:19][CH2:18]3)=[CH:15][CH:14]=[C:13]([O:23][CH3:24])[C:11]=2[N:12]=1)=[O:6].C(=O)([O-])[O-].[Cs+].[Cs+].[C:34]([NH:37][CH2:38][CH2:39][NH2:40])(=[O:36])[CH3:35], predict the reaction product. The product is: [C:34]([NH:37][CH2:38][CH2:39][NH:40][C:2]1[CH:3]=[C:4]([CH:25]=[CH:26][N:27]=1)[C:5]([NH:7][C:8]1[S:9][C:10]2[C:16]([N:17]3[CH2:22][CH2:21][O:20][CH2:19][CH2:18]3)=[CH:15][CH:14]=[C:13]([O:23][CH3:24])[C:11]=2[N:12]=1)=[O:6])(=[O:36])[CH3:35]. (4) Given the reactants [CH3:1][CH:2]1[C:7](=[O:8])[CH2:6][CH2:5][NH:4][CH2:3]1.C(N(CC)CC)C.[C:16](O[C:16]([O:18][C:19]([CH3:22])([CH3:21])[CH3:20])=[O:17])([O:18][C:19]([CH3:22])([CH3:21])[CH3:20])=[O:17].CN(C1C=CC=CN=1)C, predict the reaction product. The product is: [CH3:1][CH:2]1[C:7](=[O:8])[CH2:6][CH2:5][N:4]([C:16]([O:18][C:19]([CH3:22])([CH3:21])[CH3:20])=[O:17])[CH2:3]1. (5) Given the reactants [Br:1][C:2]1[CH:8]=[C:7]([F:9])[C:6]([Cl:10])=[CH:5][C:3]=1[NH2:4].C(N(CC)CC)C.ClC(Cl)(O[C:22](=[O:28])OC(Cl)(Cl)Cl)Cl.C([O:32][C:33]([C:35]1([NH2:38])[CH2:37][CH2:36]1)=O)C.Cl.C(=O)([O-])[O-].[K+].[K+], predict the reaction product. The product is: [Br:1][C:2]1[CH:8]=[C:7]([F:9])[C:6]([Cl:10])=[CH:5][C:3]=1[N:4]1[C:33](=[O:32])[C:35]2([CH2:37][CH2:36]2)[NH:38][C:22]1=[O:28]. (6) Given the reactants [CH2:1]([C:15]1[CH:21]=[CH:20][C:18]([NH2:19])=[CH:17][CH:16]=1)[CH2:2][CH2:3][CH2:4][CH2:5][CH2:6][CH2:7][CH2:8][CH2:9][CH2:10][CH2:11][CH2:12][CH2:13][CH3:14].O.[N:23]([O-])=O.[Na+].[CH2:27]([CH:29]([CH2:40][CH2:41][CH2:42][CH3:43])[CH2:30][N:31]1[C:36]([OH:37])=[CH:35][C:34]([CH3:38])=[CH:33][C:32]1=[O:39])[CH3:28], predict the reaction product. The product is: [CH2:27]([CH:29]([CH2:40][CH2:41][CH2:42][CH3:43])[CH2:30][N:31]1[C:36]([OH:37])=[C:35](/[N:23]=[N:19]/[C:18]2[CH:17]=[CH:16][C:15]([CH2:1][CH2:2][CH2:3][CH2:4][CH2:5][CH2:6][CH2:7][CH2:8][CH2:9][CH2:10][CH2:11][CH2:12][CH2:13][CH3:14])=[CH:21][CH:20]=2)[C:34]([CH3:38])=[CH:33][C:32]1=[O:39])[CH3:28]. (7) Given the reactants [F:1][C:2]1[CH:3]=[C:4]([C:9]2[C:13]([C:14]3[N:15]=[CH:16][NH:17][CH:18]=3)=[C:12]([CH3:19])[O:11][N:10]=2)[CH:5]=[CH:6][C:7]=1[F:8].Cl[C:21]1[N:26]=[CH:25][CH:24]=[CH:23][N:22]=1, predict the reaction product. The product is: [F:1][C:2]1[CH:3]=[C:4]([C:9]2[C:13]([C:14]3[N:15]=[CH:16][N:17]([C:21]4[N:26]=[CH:25][CH:24]=[CH:23][N:22]=4)[CH:18]=3)=[C:12]([CH3:19])[O:11][N:10]=2)[CH:5]=[CH:6][C:7]=1[F:8]. (8) Given the reactants [F:1][C:2]1[CH:7]=[C:6]([I:8])[CH:5]=[CH:4][C:3]=1[NH:9][C:10]1[N:11]([CH3:25])[C:12]2[C:13](=[O:24])[CH2:14][CH2:15][CH2:16][C:17]=2[C:18]=1[C:19]([O:21]CC)=[O:20].[OH-].[Na+].Cl, predict the reaction product. The product is: [F:1][C:2]1[CH:7]=[C:6]([I:8])[CH:5]=[CH:4][C:3]=1[NH:9][C:10]1[N:11]([CH3:25])[C:12]2[C:13](=[O:24])[CH2:14][CH2:15][CH2:16][C:17]=2[C:18]=1[C:19]([OH:21])=[O:20]. (9) Given the reactants [NH2:1][C:2](=[O:12])[CH2:3][C:4]1[CH:5]=[C:6]([NH:10][NH2:11])[CH:7]=[CH:8][CH:9]=1.[CH3:13][C:14]([CH3:21])([CH3:20])[C:15](=O)[CH2:16][C:17]#[N:18], predict the reaction product. The product is: [NH2:18][C:17]1[N:10]([C:6]2[CH:5]=[C:4]([CH2:3][C:2]([NH2:1])=[O:12])[CH:9]=[CH:8][CH:7]=2)[N:11]=[C:15]([C:14]([CH3:21])([CH3:20])[CH3:13])[CH:16]=1.